This data is from Full USPTO retrosynthesis dataset with 1.9M reactions from patents (1976-2016). The task is: Predict the reactants needed to synthesize the given product. (1) Given the product [C:18]([C:14]1[N:15]=[CH:16][N:17]2[C:2](=[O:3])[N:1]([CH2:4][CH2:5][C:6]([O:8][CH2:9][CH3:10])=[O:7])[N:12]=[N:11][C:13]=12)(=[O:19])[NH2:20], predict the reactants needed to synthesize it. The reactants are: [N:1]([CH2:4][CH2:5][C:6]([O:8][CH2:9][CH3:10])=[O:7])=[C:2]=[O:3].[N+:11](=[C:13]1[N:17]=[CH:16][N:15]=[C:14]1[C:18]([NH2:20])=[O:19])=[N-:12]. (2) The reactants are: [C:1]([O:16][CH:17]([CH3:19])[CH3:18])(=[O:15])[CH2:2][CH2:3][CH2:4][CH2:5][CH2:6][CH2:7][CH2:8][CH2:9][CH2:10][CH2:11][CH2:12][CH2:13][CH3:14].O. Given the product [OH2:15].[C:1]([O:16][CH:17]([CH3:18])[CH3:19])(=[O:15])[CH2:2][CH2:3][CH2:4][CH2:5][CH2:6][CH2:7][CH2:8][CH2:9][CH2:10][CH2:11][CH2:12][CH2:13][CH3:14], predict the reactants needed to synthesize it.